Dataset: Full USPTO retrosynthesis dataset with 1.9M reactions from patents (1976-2016). Task: Predict the reactants needed to synthesize the given product. (1) Given the product [NH2:1][C:2]1[N:11]=[C:10]2[C:5]([C:6]([NH:24][C@H:25]([CH3:28])[CH2:26][OH:27])=[N:7][C:8]([S:12][CH2:15][C:16]3[O:34][C:19]([CH3:20])=[CH:18][CH:17]=3)=[N:9]2)=[N:4][CH:3]=1, predict the reactants needed to synthesize it. The reactants are: [NH2:1][C:2]1[N:11]=[C:10]2[C:5]([C:6]([NH:24][C@H:25]([CH3:28])[CH2:26][OH:27])=[N:7][C:8]([S:12]([CH2:15][C:16]3C=[CH:20][CH:19]=[C:18](F)[C:17]=3F)(=O)=O)=[N:9]2)=[N:4][CH:3]=1.CC1[O:34]C(CS)=CC=1.CC(C)([O-])C.[K+]. (2) Given the product [C:1]([O:5][C:6](=[O:25])[NH:7][C:8]1[C:13]([NH:14][C:31](=[O:30])[CH2:32][C:33](=[O:46])[C:34]2[CH:39]=[CH:38][CH:37]=[C:36]([C:40]3[CH:41]=[CH:42][N:43]=[CH:44][CH:45]=3)[CH:35]=2)=[CH:12][C:11]([C:15]2[CH:20]=[CH:19][CH:18]=[CH:17][C:16]=2[F:21])=[C:10]([N:22]([CH3:23])[CH3:24])[CH:9]=1)([CH3:4])([CH3:3])[CH3:2], predict the reactants needed to synthesize it. The reactants are: [C:1]([O:5][C:6](=[O:25])[NH:7][C:8]1[C:13]([NH2:14])=[CH:12][C:11]([C:15]2[CH:20]=[CH:19][CH:18]=[CH:17][C:16]=2[F:21])=[C:10]([N:22]([CH3:24])[CH3:23])[CH:9]=1)([CH3:4])([CH3:3])[CH3:2].C([O:30][C:31](=O)[CH2:32][C:33](=[O:46])[C:34]1[CH:39]=[CH:38][CH:37]=[C:36]([C:40]2[CH:45]=[CH:44][N:43]=[CH:42][CH:41]=2)[CH:35]=1)(C)(C)C.